From a dataset of Forward reaction prediction with 1.9M reactions from USPTO patents (1976-2016). Predict the product of the given reaction. (1) The product is: [NH2:8][C:7]1[C:2]([Cl:1])=[N:3][C:4]([Cl:19])=[CH:5][C:6]=1[NH:11][C:12](=[O:18])[O:13][C:14]([CH3:15])([CH3:16])[CH3:17]. Given the reactants [Cl:1][C:2]1[C:7]([N+:8]([O-])=O)=[C:6]([NH:11][C:12](=[O:18])[O:13][C:14]([CH3:17])([CH3:16])[CH3:15])[CH:5]=[C:4]([Cl:19])[N:3]=1, predict the reaction product. (2) Given the reactants Cl[C:2]([O:4][CH3:5])=[O:3].[NH2:6][C:7]1[CH:8]=[CH:9][C:10]([N:13]2[CH2:29][CH2:28][CH2:27][C@@:15]3([C:19](=[O:20])[N:18]([CH:21]4[CH2:26][CH2:25][O:24][CH2:23][CH2:22]4)[CH2:17][CH2:16]3)[CH2:14]2)=[N:11][CH:12]=1.C(N(CC)C(C)C)(C)C.C(Cl)Cl, predict the reaction product. The product is: [O:20]=[C:19]1[C@@:15]2([CH2:27][CH2:28][CH2:29][N:13]([C:10]3[N:11]=[CH:12][C:7]([NH:6][C:2](=[O:3])[O:4][CH3:5])=[CH:8][CH:9]=3)[CH2:14]2)[CH2:16][CH2:17][N:18]1[CH:21]1[CH2:26][CH2:25][O:24][CH2:23][CH2:22]1. (3) Given the reactants Cl[C:2]1[N:7]=[C:6]([C:8]2([S:21]([CH:24]([CH3:26])[CH3:25])(=[O:23])=[O:22])[CH2:13][CH2:12][N:11](C(OC(C)(C)C)=O)[CH2:10][CH2:9]2)[CH:5]=[C:4]([N:27]2[CH2:32][CH2:31][O:30][CH2:29][C@H:28]2[CH3:33])[N:3]=1.C(=O)([O-])[O-].[Na+].[Na+].[NH:40]1[C:48]2[C:43](=[C:44](B(O)O)[CH:45]=[CH:46][CH:47]=2)[CH:42]=[CH:41]1, predict the reaction product. The product is: [CH3:25][CH:24]([S:21]([C:8]1([C:6]2[CH:5]=[C:4]([N:27]3[CH2:32][CH2:31][O:30][CH2:29][C@H:28]3[CH3:33])[N:3]=[C:2]([C:44]3[CH:45]=[CH:46][CH:47]=[C:48]4[C:43]=3[CH:42]=[CH:41][NH:40]4)[N:7]=2)[CH2:13][CH2:12][NH:11][CH2:10][CH2:9]1)(=[O:22])=[O:23])[CH3:26]. (4) Given the reactants Cl[CH2:2][C:3]([C:5]1[CH:15]=[CH:14][C:8]([CH2:9][O:10][C:11](=[O:13])[CH3:12])=[CH:7][C:6]=1[OH:16])=[O:4].C([O-])(=O)C.[Na+], predict the reaction product. The product is: [O:4]=[C:3]1[C:5]2[CH:15]=[CH:14][C:8]([CH2:9][O:10][C:11](=[O:13])[CH3:12])=[CH:7][C:6]=2[O:16][CH2:2]1. (5) Given the reactants [N+:1]([C:4]1[CH:5]=[C:6]([N:19]2[CH2:24][CH2:23][N:22]([C:25]([O:27][C:28]([CH3:31])([CH3:30])[CH3:29])=[O:26])[CH2:21][CH2:20]2)[CH:7]=[CH:8][C:9]=1[S:10]([C:13]1[CH:18]=[CH:17][CH:16]=[CH:15][CH:14]=1)(=[O:12])=[O:11])([O-])=O.O.NN, predict the reaction product. The product is: [NH2:1][C:4]1[CH:5]=[C:6]([N:19]2[CH2:20][CH2:21][N:22]([C:25]([O:27][C:28]([CH3:31])([CH3:30])[CH3:29])=[O:26])[CH2:23][CH2:24]2)[CH:7]=[CH:8][C:9]=1[S:10]([C:13]1[CH:14]=[CH:15][CH:16]=[CH:17][CH:18]=1)(=[O:11])=[O:12]. (6) Given the reactants [BH4-].[Na+].[Cl:3][C:4]1[CH:5]=[N:6][C:7]([N:10]2[CH2:15][CH2:14][CH:13]([CH:16]3[CH2:18][C:17]3([C:24]#[N:25])[C:19](OCC)=[O:20])[CH2:12][CH2:11]2)=[N:8][CH:9]=1, predict the reaction product. The product is: [Cl:3][C:4]1[CH:5]=[N:6][C:7]([N:10]2[CH2:15][CH2:14][CH:13]([CH:16]3[CH2:18][C:17]3([CH2:19][OH:20])[C:24]#[N:25])[CH2:12][CH2:11]2)=[N:8][CH:9]=1. (7) Given the reactants [OH:1][C:2]1[CH:7]=[CH:6][CH:5]=[CH:4][C:3]=1[CH:8]=[CH:9][C:10]1[CH:15]=[CH:14][C:13]([N:16]([C:24]2[CH:29]=[CH:28][C:27]([CH3:30])=[CH:26][CH:25]=2)[C:17]2[CH:22]=[CH:21][C:20]([CH3:23])=[CH:19][CH:18]=2)=[CH:12][CH:11]=1.[O:31]1C[CH2:34][CH2:33][CH2:32]1.C(=O)([O-])O.[Na+].C(Cl)(=O)C=C, predict the reaction product. The product is: [C:32]([O:1][C:2]1[CH:7]=[CH:6][CH:5]=[CH:4][C:3]=1[CH:8]=[CH:9][C:10]1[CH:15]=[CH:14][C:13]([N:16]([C:24]2[CH:29]=[CH:28][C:27]([CH3:30])=[CH:26][CH:25]=2)[C:17]2[CH:22]=[CH:21][C:20]([CH3:23])=[CH:19][CH:18]=2)=[CH:12][CH:11]=1)(=[O:31])[CH:33]=[CH2:34]. (8) Given the reactants [OH:1][C:2]1[CH:11]=[CH:10][C:5]([C:6]([O:8]C)=O)=[CH:4][CH:3]=1.Br[CH2:13][CH2:14][CH2:15][NH2:16].C([O-])([O-])=O.[K+].[K+].[OH-].[K+].[CH3:25][CH:26]([CH3:29])[CH2:27][NH2:28].C1CCC(N=C=NC2CCCCC2)CC1.C1C=CC2N(O)N=NC=2C=1, predict the reaction product. The product is: [NH2:16][CH2:15][CH2:14][CH2:13][O:1][C:2]1[CH:3]=[CH:4][C:5]([C:6]([NH:28][CH2:27][CH:26]([CH3:29])[CH3:25])=[O:8])=[CH:10][CH:11]=1. (9) The product is: [F:1][C:2]1[CH:10]=[C:9]2[C:5]([C:6]([C:12]3[N:17]=[C:16]4[C:18]([C:21]([NH:40][C:30]([CH3:41])([CH2:29][O:28][Si:27]([CH3:43])([CH3:42])[C:25]([CH3:44])([CH3:26])[CH3:24])[CH2:31][O:32][Si:33]([CH3:38])([CH3:39])[C:34]([CH3:37])([CH3:36])[CH3:35])=[O:22])=[CH:19][NH:20][C:15]4=[N:14][CH:13]=3)=[N:7][N:8]2[CH3:11])=[CH:4][CH:3]=1. Given the reactants [F:1][C:2]1[CH:10]=[C:9]2[C:5]([C:6]([C:12]3[N:17]=[C:16]4[C:18]([C:21](O)=[O:22])=[CH:19][NH:20][C:15]4=[N:14][CH:13]=3)=[N:7][N:8]2[CH3:11])=[CH:4][CH:3]=1.[CH3:24][C:25]([CH3:44])([Si:27]([CH3:43])([CH3:42])[O:28][CH2:29][C:30]([CH3:41])([NH2:40])[CH2:31][O:32][Si:33]([CH3:39])([CH3:38])[C:34]([CH3:37])([CH3:36])[CH3:35])[CH3:26].CN(C(ON1N=NC2C=CC=NC1=2)=[N+](C)C)C.F[P-](F)(F)(F)(F)F.CCN(C(C)C)C(C)C, predict the reaction product. (10) Given the reactants Cl[C:2]1[CH:7]=[CH:6][N:5]=[C:4]2[NH:8][CH:9]=[C:10]([C:11]#[N:12])[C:3]=12.[Cl:13][C:14]1[CH:19]=[C:18]([Cl:20])[CH:17]=[CH:16][C:15]=1B(O)O.[F-].[K+], predict the reaction product. The product is: [Cl:13][C:14]1[CH:19]=[C:18]([Cl:20])[CH:17]=[CH:16][C:15]=1[C:2]1[CH:7]=[CH:6][N:5]=[C:4]2[NH:8][CH:9]=[C:10]([C:11]#[N:12])[C:3]=12.